This data is from Forward reaction prediction with 1.9M reactions from USPTO patents (1976-2016). The task is: Predict the product of the given reaction. (1) The product is: [ClH:39].[C:1]([NH:4][C:5]1[CH:42]=[CH:41][C:8]([CH2:9][N:10]2[CH2:15][CH2:14][N:13]([C:16](=[O:31])[C:17]3[CH:22]=[C:21]([C:23]([F:24])([F:25])[F:26])[CH:20]=[C:19]([C:27]([F:28])([F:29])[F:30])[CH:18]=3)[C@H:12]([CH2:32][C:33]3[CH:38]=[CH:37][C:36]([Cl:39])=[C:35]([Cl:40])[CH:34]=3)[CH2:11]2)=[CH:7][CH:6]=1)(=[O:3])[CH3:2]. Given the reactants [C:1]([NH:4][C:5]1[CH:42]=[CH:41][C:8]([CH2:9][N:10]2[CH2:15][CH2:14][N:13]([C:16](=[O:31])[C:17]3[CH:22]=[C:21]([C:23]([F:26])([F:25])[F:24])[CH:20]=[C:19]([C:27]([F:30])([F:29])[F:28])[CH:18]=3)[C@H:12]([CH2:32][C:33]3[CH:38]=[CH:37][C:36]([Cl:39])=[C:35]([Cl:40])[CH:34]=3)[CH2:11]2)=[CH:7][CH:6]=1)(=[O:3])[CH3:2].Cl, predict the reaction product. (2) Given the reactants [F:1][C:2]([F:22])([F:21])[C@:3]([C:6]1[CH:11]=[CH:10][C:9]([N:12]2[CH2:17][CH2:16][NH:15][CH2:14][CH:13]2[C:18]#[C:19][CH3:20])=[CH:8][CH:7]=1)([OH:5])[CH3:4].C(N(CC)CC)C.[Cl:30][C:31]1[N:36]=[CH:35][C:34]([S:37](Cl)(=[O:39])=[O:38])=[CH:33][CH:32]=1, predict the reaction product. The product is: [Cl:30][C:31]1[N:36]=[CH:35][C:34]([S:37]([N:15]2[CH2:16][CH2:17][N:12]([C:9]3[CH:8]=[CH:7][C:6]([C@@:3]([OH:5])([CH3:4])[C:2]([F:1])([F:21])[F:22])=[CH:11][CH:10]=3)[CH:13]([C:18]#[C:19][CH3:20])[CH2:14]2)(=[O:39])=[O:38])=[CH:33][CH:32]=1.